From a dataset of Catalyst prediction with 721,799 reactions and 888 catalyst types from USPTO. Predict which catalyst facilitates the given reaction. Reactant: [N:1]1[CH:6]=[CH:5][CH:4]=[CH:3][C:2]=1[CH2:7][OH:8].[H-].[Na+].Cl[C:12]1[C:17]([CH3:18])=[CH:16][C:15]([N+:19]([O-:21])=[O:20])=[CH:14][N:13]=1. Product: [CH3:18][C:17]1[C:12]([O:8][CH2:7][C:2]2[CH:3]=[CH:4][CH:5]=[CH:6][N:1]=2)=[N:13][CH:14]=[C:15]([N+:19]([O-:21])=[O:20])[CH:16]=1. The catalyst class is: 9.